This data is from Reaction yield outcomes from USPTO patents with 853,638 reactions. The task is: Predict the reaction yield, written as a fraction of the theoretical maximum amount of product (1.0 means a 100% yield; for example, 0.34 means a 34% yield). (1) The reactants are [CH3:1][CH:2]1[C:7](=[O:8])[NH:6][C:5](=[O:9])[NH:4][C:3]1=[O:10].[Na].[C:12]([O:16][C:17]([NH:19][OH:20])=[O:18])([CH3:15])([CH3:14])[CH3:13].I([O-])(=O)(=O)=O.[Na+]. The catalyst is C(O)C. The product is [C:12]([O:16][C:17]([N:19]([OH:20])[C:2]1([CH3:1])[C:7](=[O:8])[NH:6][C:5](=[O:9])[NH:4][C:3]1=[O:10])=[O:18])([CH3:15])([CH3:14])[CH3:13]. The yield is 0.450. (2) The reactants are [Cl:1][C:2]1[CH:3]=[C:4]([C:8]2[O:9][N:10]=[C:11]3[CH:16]=[CH:15][C:14]([C:17]([C:25]4[CH:30]=[CH:29][C:28]([Cl:31])=[CH:27][CH:26]=4)([C:19]4[N:23]([CH3:24])[CH:22]=[N:21][CH:20]=4)[OH:18])=[CH:13][C:12]=23)[CH:5]=[CH:6][CH:7]=1.C([O-])([O-])=O.[K+].[K+]. The catalyst is O.C1COCC1. The product is [NH2:10][C:11]1[CH:16]=[CH:15][C:14]([C:17]([C:25]2[CH:26]=[CH:27][C:28]([Cl:31])=[CH:29][CH:30]=2)([OH:18])[C:19]2[N:23]([CH3:24])[CH:22]=[N:21][CH:20]=2)=[CH:13][C:12]=1[C:8]([C:4]1[CH:5]=[CH:6][CH:7]=[C:2]([Cl:1])[CH:3]=1)=[O:9]. The yield is 0.490.